This data is from Forward reaction prediction with 1.9M reactions from USPTO patents (1976-2016). The task is: Predict the product of the given reaction. (1) The product is: [CH2:34]([NH:41][C:2]1[N:7]=[CH:6][C:5]([C:8]([N:10]2[C:16]3[CH:17]=[CH:18][CH:19]=[CH:20][C:15]=3[CH2:14][N:13]3[C:21]([C:24]([NH:26][CH2:27][C:28]4[CH:29]=[N:30][CH:31]=[CH:32][CH:33]=4)=[O:25])=[CH:22][CH:23]=[C:12]3[CH2:11]2)=[O:9])=[CH:4][CH:3]=1)[C:35]1[CH:40]=[CH:39][CH:38]=[CH:37][CH:36]=1. Given the reactants Cl[C:2]1[N:7]=[CH:6][C:5]([C:8]([N:10]2[C:16]3[CH:17]=[CH:18][CH:19]=[CH:20][C:15]=3[CH2:14][N:13]3[C:21]([C:24]([NH:26][CH2:27][C:28]4[CH:29]=[N:30][CH:31]=[CH:32][CH:33]=4)=[O:25])=[CH:22][CH:23]=[C:12]3[CH2:11]2)=[O:9])=[CH:4][CH:3]=1.[CH2:34]([NH2:41])[C:35]1[CH:40]=[CH:39][CH:38]=[CH:37][CH:36]=1, predict the reaction product. (2) Given the reactants C(O)(C(F)(F)F)=O.[C:8]([C:10]1[CH:11]=[C:12]([NH:27][C:28]2[N:33]=[C:32]([O:34][C:35]3[C:44]4[C:39](=[CH:40][CH:41]=[CH:42][CH:43]=4)[C:38]([NH:45]C(=O)OC(C)(C)C)=[CH:37][CH:36]=3)[CH:31]=[CH:30][N:29]=2)[CH:13]=[C:14]([C:16](=[O:26])[NH:17][CH2:18][CH2:19][N:20]2[CH2:25][CH2:24][O:23][CH2:22][CH2:21]2)[CH:15]=1)#[CH:9].O, predict the reaction product. The product is: [NH2:45][C:38]1[C:39]2[C:44](=[CH:43][CH:42]=[CH:41][CH:40]=2)[C:35]([O:34][C:32]2[CH:31]=[CH:30][N:29]=[C:28]([NH:27][C:12]3[CH:13]=[C:14]([CH:15]=[C:10]([C:8]#[CH:9])[CH:11]=3)[C:16]([NH:17][CH2:18][CH2:19][N:20]3[CH2:25][CH2:24][O:23][CH2:22][CH2:21]3)=[O:26])[N:33]=2)=[CH:36][CH:37]=1. (3) Given the reactants [Mg].II.Br[C:5]1[CH:10]=[CH:9][C:8]([C:11]2([CH2:16][CH3:17])OCC[O:12]2)=[CH:7][C:6]=1[CH3:18].[B:19](OC)([O:22]C)[O:20]C.Cl, predict the reaction product. The product is: [CH3:18][C:6]1[CH:7]=[C:8]([C:11](=[O:12])[CH2:16][CH3:17])[CH:9]=[CH:10][C:5]=1[B:19]([OH:22])[OH:20]. (4) Given the reactants [Br:1][C:2]1[CH:3]=[C:4](B(O)O)[C:5]([F:8])=[N:6][CH:7]=1.I[C:13]1[CH:18]=[CH:17][CH:16]=[CH:15][CH:14]=1.C([O-])([O-])=O.[Na+].[Na+].C(OCC)(=O)C, predict the reaction product. The product is: [Br:1][C:2]1[CH:3]=[C:4]([C:13]2[CH:18]=[CH:17][CH:16]=[CH:15][CH:14]=2)[C:5]([F:8])=[N:6][CH:7]=1. (5) Given the reactants [CH3:1][O:2][C:3]1[CH:11]=[C:10]2[C:6]([CH:7]=[N:8][NH:9]2)=[CH:5][C:4]=1[NH:12][C:13]1[C:14]2[C:21]3[CH2:22][CH2:23][CH:24]([C:26]([OH:28])=O)[CH2:25][C:20]=3[S:19][C:15]=2[N:16]=[CH:17][N:18]=1.[CH2:29]([NH:31][CH2:32][CH2:33][OH:34])[CH3:30], predict the reaction product. The product is: [CH2:29]([N:31]([CH2:32][CH2:33][OH:34])[C:26]([CH:24]1[CH2:23][CH2:22][C:21]2[C:14]3[C:13]([NH:12][C:4]4[CH:5]=[C:6]5[C:10](=[CH:11][C:3]=4[O:2][CH3:1])[NH:9][N:8]=[CH:7]5)=[N:18][CH:17]=[N:16][C:15]=3[S:19][C:20]=2[CH2:25]1)=[O:28])[CH3:30]. (6) Given the reactants I[C:2]1[CH:3]=[CH:4][C:5]2[N:6]([CH:8]=[C:9]([C:11]3[C:12]([C:17]4[CH:22]=[CH:21][CH:20]=[CH:19][CH:18]=4)=[N:13][O:14][C:15]=3[CH3:16])[N:10]=2)[CH:7]=1.[NH:23]1[CH2:26][CH2:25][C:24]1=[O:27], predict the reaction product. The product is: [CH3:16][C:15]1[O:14][N:13]=[C:12]([C:17]2[CH:22]=[CH:21][CH:20]=[CH:19][CH:18]=2)[C:11]=1[C:9]1[N:10]=[C:5]2[CH:4]=[CH:3][C:2]([N:23]3[CH2:26][CH2:25][C:24]3=[O:27])=[CH:7][N:6]2[CH:8]=1.